This data is from Reaction yield outcomes from USPTO patents with 853,638 reactions. The task is: Predict the reaction yield, written as a fraction of the theoretical maximum amount of product (1.0 means a 100% yield; for example, 0.34 means a 34% yield). (1) The reactants are [CH2:1]([N:8]1[CH2:13][CH2:12][C:11]2([C:21]3[C:20](=[O:22])[NH:19][C:18](=[O:23])[NH:17][C:16]=3[CH2:15][O:14]2)[CH2:10][CH2:9]1)[C:2]1[CH:7]=[CH:6][CH:5]=[CH:4][CH:3]=1.C(=O)([O-])[O-].[K+].[K+].[F:30][C:31]1[CH:38]=[CH:37][CH:36]=[C:35]([C:39]([F:42])([F:41])[F:40])[C:32]=1[CH2:33]Br.C(OCC)(=O)C. The product is [CH2:1]([N:8]1[CH2:13][CH2:12][C:11]2([C:21]3[C:20](=[O:22])[NH:19][C:18](=[O:23])[N:17]([CH2:33][C:32]4[C:35]([C:39]([F:40])([F:42])[F:41])=[CH:36][CH:37]=[CH:38][C:31]=4[F:30])[C:16]=3[CH2:15][O:14]2)[CH2:10][CH2:9]1)[C:2]1[CH:3]=[CH:4][CH:5]=[CH:6][CH:7]=1. The catalyst is CN1CCCC1=O.O. The yield is 0.460. (2) The reactants are C(O)(C(F)(F)F)=O.[NH2:8][C:9]1[C:14]2[C:15](=[O:29])[N:16](CC3C=CC(OC)=CC=3)[CH2:17][CH2:18][O:19][C:13]=2[N:12]=[CH:11][N:10]=1.C1(OC)C=CC=CC=1. No catalyst specified. The product is [NH2:8][C:9]1[C:14]2[C:15](=[O:29])[NH:16][CH2:17][CH2:18][O:19][C:13]=2[N:12]=[CH:11][N:10]=1. The yield is 0.667. (3) The reactants are [CH3:1][C:2]1[S:6][C:5]2[NH:7][C:8]3[CH:9]=[CH:10][CH:11]=[CH:12][C:13]=3[N:14]=[C:15]([N:16]3[CH2:21][CH2:20][N:19]([CH3:22])[CH2:18][CH2:17]3)[C:4]=2[CH:3]=1.[ClH:23]. The catalyst is C(#N)C.O. The product is [ClH:23].[CH3:1][C:2]1[S:6][C:5]2[NH:7][C:8]3[CH:9]=[CH:10][CH:11]=[CH:12][C:13]=3[N:14]=[C:15]([N:16]3[CH2:21][CH2:20][N:19]([CH3:22])[CH2:18][CH2:17]3)[C:4]=2[CH:3]=1. The yield is 0.985. (4) The reactants are [C:1]([O:5][C:6]([N:8]1[CH2:13][CH2:12][CH:11]([C:14]2[C:23]3[C:18](=[CH:19][C:20]([O:25][CH2:26][CH2:27][CH2:28][N:29]4[CH2:34][CH2:33][N:32]([CH3:35])[CH2:31][CH2:30]4)=[C:21](F)[CH:22]=3)[N:17]=[CH:16][N:15]=2)[CH2:10][CH2:9]1)=[O:7])([CH3:4])([CH3:3])[CH3:2].CS(C)=O.[O:40]([CH3:42])[K].CO. The catalyst is C(Cl)Cl. The product is [C:1]([O:5][C:6]([N:8]1[CH2:13][CH2:12][CH:11]([C:14]2[C:23]3[C:18](=[CH:19][C:20]([O:25][CH2:26][CH2:27][CH2:28][N:29]4[CH2:34][CH2:33][N:32]([CH3:35])[CH2:31][CH2:30]4)=[C:21]([O:40][CH3:42])[CH:22]=3)[N:17]=[CH:16][N:15]=2)[CH2:10][CH2:9]1)=[O:7])([CH3:4])([CH3:3])[CH3:2]. The yield is 0.550. (5) The reactants are [C:1]([OH:12])(=[O:11])[C:2]1[CH:10]=[CH:9][C:7]([OH:8])=[C:4]([O:5][CH3:6])[CH:3]=1.C(=O)([O-])[O-].[K+].[K+].[CH2:19](Br)[C:20]1[CH:25]=[CH:24][CH:23]=[CH:22][CH:21]=1.[Cl-].[Na+]. The catalyst is CN(C)C=O.O. The product is [CH2:19]([O:11][C:1](=[O:12])[C:2]1[CH:10]=[CH:9][C:7]([O:8][CH2:1][C:2]2[CH:10]=[CH:9][CH:7]=[CH:4][CH:3]=2)=[C:4]([O:5][CH3:6])[CH:3]=1)[C:20]1[CH:25]=[CH:24][CH:23]=[CH:22][CH:21]=1. The yield is 0.960.